From a dataset of Tyrosyl-DNA phosphodiesterase HTS with 341,365 compounds. Binary Classification. Given a drug SMILES string, predict its activity (active/inactive) in a high-throughput screening assay against a specified biological target. (1) The molecule is O(CC(=O)c1cc(OC)c(OC)cc1)C(=O)Cc1ccc(OC)cc1. The result is 0 (inactive). (2) The compound is S(c1n(c2ncccc2n1)C)CC(=O)Nc1ccc(OC)cc1. The result is 0 (inactive). (3) The molecule is Clc1ccc(NC(=O)C(OC(=O)COc2cc(ccc2)C)C)nc1. The result is 0 (inactive). (4) The compound is O(C1CCN(CC1)C(COC)C)c1cc(ccc1)C(=O)NCCc1ccccc1. The result is 0 (inactive).